From a dataset of Full USPTO retrosynthesis dataset with 1.9M reactions from patents (1976-2016). Predict the reactants needed to synthesize the given product. (1) Given the product [Cl:1][C:2]1[CH:32]=[CH:31][C:30]([O:36][CH:33]2[CH2:41][CH2:40][CH2:39][CH2:43]2)=[CH:29][C:3]=1[C:4]([NH2:6])=[O:5], predict the reactants needed to synthesize it. The reactants are: [Cl:1][C:2]1[CH:32]=[CH:31][CH:30]=[CH:29][C:3]=1[C:4]([NH:6]C(=O)NC1SC2C=C(S(CCNC3CCC3)(=O)=O)C=CC=2N=1)=[O:5].[C:33](=[O:36])([O-])[O-].[K+].[K+].[CH:39]1(Br)[CH2:43]C[CH2:41][CH2:40]1. (2) Given the product [S:20]1(=[O:23])(=[O:21])[CH2:6][CH2:5][CH:4]([C:7]#[N:8])[CH2:3][CH2:2]1, predict the reactants needed to synthesize it. The reactants are: S1[CH2:6][CH2:5][CH:4]([C:7]#[N:8])[CH2:3][CH2:2]1.ClC1C=CC=C(C(OO)=O)C=1.[S:20]([O-:23])([O-])=[O:21].[Na+].[Na+].